This data is from Forward reaction prediction with 1.9M reactions from USPTO patents (1976-2016). The task is: Predict the product of the given reaction. (1) Given the reactants [CH3:1][N:2]([CH3:20])[C:3]([C:5]1[N:14]([CH:15]2[CH2:19][CH2:18][CH2:17][CH2:16]2)[C:8]2[N:9]=[C:10](Cl)[N:11]=[CH:12][C:7]=2[CH:6]=1)=[O:4].[NH2:21][C:22]1[N:27]=[CH:26][C:25]([N:28]2[CH2:33][CH2:32][CH:31]([CH2:34][CH2:35][OH:36])[CH2:30][CH2:29]2)=[CH:24][CH:23]=1, predict the reaction product. The product is: [CH3:1][N:2]([CH3:20])[C:3]([C:5]1[N:14]([CH:15]2[CH2:19][CH2:18][CH2:17][CH2:16]2)[C:8]2[N:9]=[C:10]([NH:21][C:22]3[N:27]=[CH:26][C:25]([N:28]4[CH2:29][CH2:30][CH:31]([CH2:34][CH2:35][OH:36])[CH2:32][CH2:33]4)=[CH:24][CH:23]=3)[N:11]=[CH:12][C:7]=2[CH:6]=1)=[O:4]. (2) Given the reactants [NH2:1][C:2]1[CH:3]=[N:4][CH:5]=[CH:6][C:7]=1[NH2:8].[C:9](OCC)(=[O:13])[C:10]([CH3:12])=O, predict the reaction product. The product is: [CH3:12][C:10]1[C:9](=[O:13])[NH:1][C:2]2[CH:3]=[N:4][CH:5]=[CH:6][C:7]=2[N:8]=1. (3) Given the reactants [CH3:1][NH:2][C:3]([C:5]1[N:30]([CH:31]2[CH2:35][CH2:34][CH2:33][CH2:32]2)[C:8]2[N:9]=[C:10]([NH:13][C:14]3[CH:19]=[CH:18][C:17]([N:20]4[C:27](=[O:28])[CH2:26][C@H:25]5[NH:29][C@H:22]([CH2:23][CH2:24]5)[CH2:21]4)=[CH:16][N:15]=3)[N:11]=[CH:12][C:7]=2[CH:6]=1)=[O:4].[CH2:36]=O, predict the reaction product. The product is: [CH3:1][NH:2][C:3]([C:5]1[N:30]([CH:31]2[CH2:35][CH2:34][CH2:33][CH2:32]2)[C:8]2[N:9]=[C:10]([NH:13][C:14]3[CH:19]=[CH:18][C:17]([N:20]4[C:27](=[O:28])[CH2:26][C@H:25]5[N:29]([CH3:36])[C@H:22]([CH2:23][CH2:24]5)[CH2:21]4)=[CH:16][N:15]=3)[N:11]=[CH:12][C:7]=2[CH:6]=1)=[O:4]. (4) Given the reactants [F:1][C:2]([F:23])([F:22])[C:3]([C:9]1[CH:14]=[CH:13][C:12]([CH2:15][N:16]2[CH2:21][CH2:20][NH:19][CH2:18][CH2:17]2)=[CH:11][CH:10]=1)([OH:8])[C:4]([F:7])([F:6])[F:5].[N+:24]([C:27]1[CH:28]=[C:29]([S:33](Cl)(=[O:35])=[O:34])[CH:30]=[CH:31][CH:32]=1)([O-:26])=[O:25].N1C=CC=CC=1, predict the reaction product. The product is: [F:23][C:2]([F:22])([F:1])[C:3]([C:9]1[CH:10]=[CH:11][C:12]([CH2:15][N:16]2[CH2:17][CH2:18][N:19]([S:33]([C:29]3[CH:30]=[CH:31][CH:32]=[C:27]([N+:24]([O-:26])=[O:25])[CH:28]=3)(=[O:34])=[O:35])[CH2:20][CH2:21]2)=[CH:13][CH:14]=1)([OH:8])[C:4]([F:7])([F:6])[F:5]. (5) Given the reactants [Br:1][C:2]1[CH:9]=[CH:8][C:5]([CH2:6][OH:7])=[CH:4][CH:3]=1.CC(C)([O-])C.[K+].F[C:17]1[CH:22]=[CH:21][CH:20]=[CH:19][N:18]=1.O, predict the reaction product. The product is: [Br:1][C:2]1[CH:9]=[CH:8][C:5]([CH2:6][O:7][C:17]2[CH:22]=[CH:21][CH:20]=[CH:19][N:18]=2)=[CH:4][CH:3]=1.